Dataset: Forward reaction prediction with 1.9M reactions from USPTO patents (1976-2016). Task: Predict the product of the given reaction. (1) Given the reactants C[O:2][C:3](=O)[CH2:4][CH2:5][CH:6]1[CH2:11][CH2:10][N:9]([C:12]([O:14][C:15]([CH3:18])([CH3:17])[CH3:16])=[O:13])[CH2:8][CH2:7]1.OCC1CCN(C(OC(C)(C)C)=O)CC1.CC(C[AlH]CC(C)C)C.C(C(C(C([O-])=O)O)O)([O-])=O.[Na+].[K+], predict the reaction product. The product is: [OH:2][CH2:3][CH2:4][CH2:5][CH:6]1[CH2:11][CH2:10][N:9]([C:12]([O:14][C:15]([CH3:18])([CH3:17])[CH3:16])=[O:13])[CH2:8][CH2:7]1. (2) Given the reactants [Cl:1][C:2]1[CH:3]=[C:4]([CH:10]=[CH:11][C:12]=1[Cl:13])[CH2:5][NH:6][CH2:7][CH2:8][OH:9].O1C[C@@H]1[CH2:17][N:18]1[C:26](=[O:27])[C:25]2[C:20](=[CH:21][CH:22]=[CH:23][CH:24]=2)[C:19]1=[O:28].[C:29]1(P(C2C=CC=CC=2)C2C=CC=CC=2)C=CC=C[CH:30]=1.CC(OC(/N=N/C(OC(C)C)=O)=O)C, predict the reaction product. The product is: [Cl:1][C:2]1[CH:3]=[C:4]([CH:10]=[CH:11][C:12]=1[Cl:13])[CH2:5][N:6]1[CH2:30][CH2:29][O:9][C@@H:8]([CH2:17][N:18]2[C:26](=[O:27])[C:25]3[C:20](=[CH:21][CH:22]=[CH:23][CH:24]=3)[C:19]2=[O:28])[CH2:7]1. (3) Given the reactants O[CH:2]([C:6]1[CH:11]=[CH:10][C:9]([CH:12]([CH3:14])[CH3:13])=[CH:8][CH:7]=1)[C:3]([OH:5])=[O:4].[CH3:15][C:16]1[CH:21]=[CH:20][C:19]([CH3:22])=[CH:18][C:17]=1O, predict the reaction product. The product is: [CH:12]([C:9]1[CH:10]=[CH:11][C:6]([CH:2]2[C:17]3[C:16]([CH3:15])=[CH:21][CH:20]=[C:19]([CH3:22])[C:18]=3[O:5][C:3]2=[O:4])=[CH:7][CH:8]=1)([CH3:14])[CH3:13]. (4) Given the reactants [CH2:1]([N:3]([CH2:15][CH3:16])[C:4](=[O:14])[CH2:5][C:6]1[CH:11]=[CH:10][C:9]([OH:12])=[C:8]([F:13])[CH:7]=1)[CH3:2].C1C=CC(N([S:24]([C:27]([F:30])([F:29])[F:28])(=[O:26])=[O:25])[S:24]([C:27]([F:30])([F:29])[F:28])(=[O:26])=[O:25])=CC=1.CCN(CC)CC, predict the reaction product. The product is: [CH2:15]([N:3]([CH2:1][CH3:2])[C:4]([CH2:5][C:6]1[CH:11]=[CH:10][C:9]([O:12][S:24]([C:27]([F:30])([F:29])[F:28])(=[O:26])=[O:25])=[C:8]([F:13])[CH:7]=1)=[O:14])[CH3:16]. (5) Given the reactants [Cl:1][C:2]1[CH:11]=[C:10]2[C:5]([CH:6]=[C:7]([C:15]3[C:20]([CH3:21])=[CH:19][C:18]([F:22])=[CH:17][C:16]=3[CH3:23])[C:8](=N)[N:9]2[CH2:12][CH3:13])=[CH:4][N:3]=1.CC(OC(C)=O)=[O:26], predict the reaction product. The product is: [Cl:1][C:2]1[CH:11]=[C:10]2[C:5]([CH:6]=[C:7]([C:15]3[C:20]([CH3:21])=[CH:19][C:18]([F:22])=[CH:17][C:16]=3[CH3:23])[C:8](=[O:26])[N:9]2[CH2:12][CH3:13])=[CH:4][N:3]=1.